Task: Regression/Classification. Given a drug SMILES string, predict its toxicity properties. Task type varies by dataset: regression for continuous values (e.g., LD50, hERG inhibition percentage) or binary classification for toxic/non-toxic outcomes (e.g., AMES mutagenicity, cardiotoxicity, hepatotoxicity). Dataset: ld50_zhu.. Dataset: Acute oral toxicity (LD50) regression data from Zhu et al. (1) The molecule is O=[N+]([O-])c1ccc(O)c(CNCCCl)c1. The rat oral LD50 is 3.96, given as -log10 of the dose in mol/kg body weight (higher means more acutely toxic). (2) The rat oral LD50 is 3.73, given as -log10 of the dose in mol/kg body weight (higher means more acutely toxic). The compound is FC(F)(F)c1nc2cc(Br)ccc2[nH]1. (3) The molecule is C=C(C)CN(CC)c1c([N+](=O)[O-])cc(C(F)(F)F)cc1[N+](=O)[O-]. The rat oral LD50 is 1.52, given as -log10 of the dose in mol/kg body weight (higher means more acutely toxic). (4) The molecule is CCC(C(=O)O)c1ccc(N2Cc3ccccc3C2=O)cc1. The rat oral LD50 is 2.90, given as -log10 of the dose in mol/kg body weight (higher means more acutely toxic). (5) The drug is COP(=O)(OC)OC(=C(Br)Br)c1ccc(Cl)cc1Cl. The rat oral LD50 is 3.40, given as -log10 of the dose in mol/kg body weight (higher means more acutely toxic). (6) The compound is CNc1c2c(nn1C)CCCC2. The rat oral LD50 is 1.95, given as -log10 of the dose in mol/kg body weight (higher means more acutely toxic). (7) The molecule is CC(C(=O)OCCOCCO)c1ccc2c(c1)C(=O)Cc1ccccc1O2. The rat oral LD50 is 3.15, given as -log10 of the dose in mol/kg body weight (higher means more acutely toxic).